This data is from Reaction yield outcomes from USPTO patents with 853,638 reactions. The task is: Predict the reaction yield, written as a fraction of the theoretical maximum amount of product (1.0 means a 100% yield; for example, 0.34 means a 34% yield). (1) The reactants are [Br:1][C:2]1[CH:3]=[C:4]2[C:8](=[CH:9][CH:10]=1)[NH:7][CH2:6][CH2:5]2.[N+:11]([O-])([O-:13])=[O:12].[K+].C([O-])([O-])=O.[Na+].[Na+]. The catalyst is OS(O)(=O)=O. The product is [Br:1][C:2]1[CH:3]=[C:4]2[C:8](=[CH:9][C:10]=1[N+:11]([O-:13])=[O:12])[NH:7][CH2:6][CH2:5]2. The yield is 0.760. (2) The catalyst is C1(C)C=CC=CC=1. The yield is 0.410. The reactants are [Cl:1][C:2]([F:11])([F:10])[C:3](=O)/[CH:4]=[CH:5]/OCC.C[N:13](C)[CH:14]=[CH:15][C:16]#[N:17].C([O-])(=O)C.[NH4+].O. The product is [Cl:1][C:2]([F:10])([F:11])[C:3]1[CH:4]=[CH:5][C:15]([C:16]#[N:17])=[CH:14][N:13]=1. (3) The product is [C:14]1([CH3:20])[CH:19]=[CH:18][CH:17]=[CH:16][CH:15]=1.[Br:1][C:2]1[C:3]([Cl:13])=[C:4]([C:5]([S:8]([CH3:11])(=[O:10])=[O:9])=[CH:6][CH:7]=1)[O:12][CH2:29][CH2:30][CH:31]1[O:35][CH2:34][CH2:33][O:32]1. The reactants are [Br:1][C:2]1[C:3]([Cl:13])=[C:4]([OH:12])[C:5]([S:8]([CH3:11])(=[O:10])=[O:9])=[CH:6][CH:7]=1.[C:14]1([CH3:20])[CH:19]=[CH:18][CH:17]=[CH:16][CH:15]=1.C(N(CC)CC)C.Br[CH2:29][CH2:30][CH:31]1[O:35][CH2:34][CH2:33][O:32]1. The yield is 0.899. The catalyst is O. (4) The reactants are [CH:1]([N:4]1[CH2:9][CH2:8][CH:7]([O:10][C:11]2[CH:16]=[CH:15][C:14]([C:17]3([CH2:23][NH:24][CH2:25][CH3:26])[CH2:22][CH2:21][O:20][CH2:19][CH2:18]3)=[CH:13][CH:12]=2)[CH2:6][CH2:5]1)([CH3:3])[CH3:2].C(N([CH2:32][CH3:33])CC)C.C(OC(=O)C)(=[O:36])C.O. The catalyst is ClCCl. The product is [CH:1]([N:4]1[CH2:9][CH2:8][CH:7]([O:10][C:11]2[CH:16]=[CH:15][C:14]([C:17]3([CH2:23][N:24]([CH2:32][CH3:33])[C:25](=[O:36])[CH3:26])[CH2:18][CH2:19][O:20][CH2:21][CH2:22]3)=[CH:13][CH:12]=2)[CH2:6][CH2:5]1)([CH3:3])[CH3:2]. The yield is 0.940. (5) The reactants are [O:1]=[C:2]1[C@H:7]2[CH2:8][C@H:4]([CH:5]=[CH:6]2)[N:3]1[C:9]([O:11][C:12]([CH3:15])([CH3:14])[CH3:13])=[O:10].[CH3:16][Si:17]([CH:20]=[N+]=[N-])([CH3:19])[CH3:18]. The catalyst is CCOCC.C([O-])(=O)C.[Pd+2].C([O-])(=O)C. The product is [C:12]([O:11][C:9]([N:3]1[C:2](=[O:1])[C@H:7]2[CH2:8][C@@H:4]1[C@H:5]1[C@@H:6]2[CH:16]1[Si:17]([CH3:20])([CH3:19])[CH3:18])=[O:10])([CH3:15])([CH3:14])[CH3:13]. The yield is 0.920. (6) The reactants are [CH3:1][C:2]1[C:10]2[C:5](=[CH:6][CH:7]=[C:8]([CH:11]=O)[CH:9]=2)[NH:4][N:3]=1.[C:13](/[CH:15]=[C:16](\[O-:18])/[CH3:17])#[N:14].[Na+].C(O)(=O)C.N1CCCCC1. The catalyst is ClCCl. The product is [CH3:1][C:2]1[C:10]2[C:5](=[CH:6][CH:7]=[C:8](/[CH:11]=[C:15](/[C:16](=[O:18])[CH3:17])\[C:13]#[N:14])[CH:9]=2)[NH:4][N:3]=1. The yield is 0.500.